From a dataset of Full USPTO retrosynthesis dataset with 1.9M reactions from patents (1976-2016). Predict the reactants needed to synthesize the given product. (1) Given the product [Cl:9][C:6]1[N:5]=[CH:4][N:3]=[C:2]([NH:10][C:11]2[CH:16]=[CH:15][CH:14]=[CH:13][CH:12]=2)[C:7]=1[CH3:8], predict the reactants needed to synthesize it. The reactants are: Cl[C:2]1[C:7]([CH3:8])=[C:6]([Cl:9])[N:5]=[CH:4][N:3]=1.[NH2:10][C:11]1[CH:16]=[CH:15][CH:14]=[CH:13][CH:12]=1.Cl. (2) Given the product [Cl:12][C:13]1[CH:14]=[C:15]([CH:21]=[CH:22][CH:23]=1)[CH2:16][S:17][CH2:18][CH2:19][NH:20][C:4](=[O:5])[C:3]1[C:2]([F:1])=[CH:10][CH:9]=[CH:8][C:7]=1[F:11], predict the reactants needed to synthesize it. The reactants are: [F:1][C:2]1[CH:10]=[CH:9][CH:8]=[C:7]([F:11])[C:3]=1[C:4](Cl)=[O:5].[Cl:12][C:13]1[CH:14]=[C:15]([CH:21]=[CH:22][CH:23]=1)[CH2:16][S:17][CH2:18][CH2:19][NH2:20]. (3) Given the product [CH3:14][C:15]1[CH:16]=[CH:17][C:18]([S:21]([O-:24])(=[O:23])=[O:22])=[CH:19][CH:20]=1.[CH3:31][O:32][CH2:33][CH2:34][N+:2]([CH3:1])([CH3:3])[CH2:4][CH2:5][CH2:6][CH2:7][CH2:8][CH2:9][CH2:10][CH2:11][CH2:12][CH3:13], predict the reactants needed to synthesize it. The reactants are: [CH3:1][N:2]([CH2:4][CH2:5][CH2:6][CH2:7][CH2:8][CH2:9][CH2:10][CH2:11][CH2:12][CH3:13])[CH3:3].[CH3:14][C:15]1[CH:20]=[CH:19][C:18]([S:21]([O:24]CCOC)(=[O:23])=[O:22])=[CH:17][CH:16]=1.O1[CH2:34][CH2:33][O:32][CH2:31]C1. (4) Given the product [NH2:10][C:7]1[CH:8]=[CH:9][C:2]([Cl:1])=[C:3]([CH:6]=1)[C:4]#[N:5], predict the reactants needed to synthesize it. The reactants are: [Cl:1][C:2]1[CH:9]=[CH:8][C:7]([N+:10]([O-])=O)=[CH:6][C:3]=1[C:4]#[N:5].[OH-].[Na+]. (5) Given the product [NH2:16][C:5]1[C:6]([F:15])=[C:7]2[O:11][C:10]([CH:12]3[CH2:13][CH2:14]3)=[N:9][C:8]2=[C:3]([C:1]#[N:2])[C:4]=1[CH3:24], predict the reactants needed to synthesize it. The reactants are: [C:1]([C:3]1[C:8]2[N:9]=[C:10]([CH:12]3[CH2:14][CH2:13]3)[O:11][C:7]=2[C:6]([F:15])=[C:5]([NH:16]C(=O)OC(C)(C)C)[C:4]=1[CH3:24])#[N:2].FC(F)(F)C(O)=O. (6) Given the product [C:63]([O:67][C:68]([NH:69][CH2:70][CH2:71][N:72]1[CH:76]=[C:75]([CH2:77][C@@H:78]2[C@H:81]([NH:82][C:13](=[O:15])/[C:12](=[N:11]\[O:10][C:7]([CH3:8])([CH3:9])[C:6]([O:5][C:1]([CH3:3])([CH3:4])[CH3:2])=[O:29])/[C:16]3[N:17]=[C:18]([NH:21][C:22]([O:24][C:25]([CH3:28])([CH3:27])[CH3:26])=[O:23])[S:19][CH:20]=3)[C:80](=[O:83])[NH:79]2)[N:74]=[N:73]1)=[O:84])([CH3:66])([CH3:64])[CH3:65], predict the reactants needed to synthesize it. The reactants are: [C:1]([O:5][C:6](=[O:29])[C:7]([O:10]/[N:11]=[C:12](/[C:16]1[N:17]=[C:18]([NH:21][C:22]([O:24][C:25]([CH3:28])([CH3:27])[CH3:26])=[O:23])[S:19][CH:20]=1)\[C:13]([OH:15])=O)([CH3:9])[CH3:8])([CH3:4])([CH3:3])[CH3:2].CN(C(ON1N=NC2C=CC=NC1=2)=[N+](C)C)C.F[P-](F)(F)(F)(F)F.CCN(C(C)C)C(C)C.[C:63]([O:67][C:68](=[O:84])[NH:69][CH2:70][CH2:71][N:72]1[CH:76]=[C:75]([CH2:77][C@@H:78]2[C@H:81]([NH2:82])[C:80](=[O:83])[NH:79]2)[N:74]=[N:73]1)([CH3:66])([CH3:65])[CH3:64].